Dataset: Catalyst prediction with 721,799 reactions and 888 catalyst types from USPTO. Task: Predict which catalyst facilitates the given reaction. (1) Reactant: [CH:1]1([N:6]2[C:15]3[N:14]=[C:13]([NH:16][C:17]4[CH:18]=[CH:19][C:20]([C:26]([OH:28])=O)=[C:21]5[C:25]=4[O:24][CH2:23][CH2:22]5)[N:12]=[CH:11][C:10]=3[N:9]([CH3:29])[C:8](=[O:30])[C@H:7]2[CH2:31][CH3:32])[CH2:5][CH2:4][CH2:3][CH2:2]1.F[B-](F)(F)F.[N:38]1(OC(N(C)C)=[N+](C)C)C2C=CC=CC=2N=N1.C(N(C(C)C)CC)(C)C.[CH3:64][N:65]1[CH2:70][CH2:69][CH:68](N)[CH2:67][CH2:66]1.[Cl-].[Na+]. Product: [CH:1]1([N:6]2[C:15]3[N:14]=[C:13]([NH:16][C:17]4[CH:18]=[CH:19][C:20]([C:26]([NH:38][CH:66]5[CH2:67][CH2:68][CH2:69][CH2:70][N:65]5[CH3:64])=[O:28])=[C:21]5[C:25]=4[O:24][CH2:23][CH2:22]5)[N:12]=[CH:11][C:10]=3[N:9]([CH3:29])[C:8](=[O:30])[C@H:7]2[CH2:31][CH3:32])[CH2:2][CH2:3][CH2:4][CH2:5]1. The catalyst class is: 4. (2) Reactant: [F:1][C:2]1[CH:9]=[C:8]([CH:10]=[O:11])[CH:7]=[CH:6][C:3]=1[C:4]#[N:5].C1(C)C=CC(S([CH2:21][N+:22]#[C-:23])(=O)=O)=CC=1.C(=O)([O-])[O-].[K+].[K+]. Product: [F:1][C:2]1[CH:9]=[C:8]([C:10]2[O:11][CH:23]=[N:22][CH:21]=2)[CH:7]=[CH:6][C:3]=1[C:4]#[N:5]. The catalyst class is: 5. (3) Reactant: [CH3:1][C:2]1[CH:11]=[C:10]2[C:5]([C:6]([OH:16])=[CH:7][C:8]([C:12]([O:14]C)=[O:13])=[N:9]2)=[CH:4][CH:3]=1.[Li+].[OH-]. Product: [CH3:1][C:2]1[CH:11]=[C:10]2[C:5]([C:6]([OH:16])=[CH:7][C:8]([C:12]([OH:14])=[O:13])=[N:9]2)=[CH:4][CH:3]=1. The catalyst class is: 24. (4) The catalyst class is: 17. Product: [C:24]([C:18]1[C:17]([NH:16][S:8]([C:5]2[CH:6]=[CH:7][C:2]([CH3:1])=[C:3]([C:12]([F:15])([F:14])[F:13])[CH:4]=2)(=[O:10])=[O:9])=[CH:22][C:21]([CH3:23])=[CH:20][N:19]=1)#[N:25]. Reactant: [CH3:1][C:2]1[CH:7]=[CH:6][C:5]([S:8](Cl)(=[O:10])=[O:9])=[CH:4][C:3]=1[C:12]([F:15])([F:14])[F:13].[NH2:16][C:17]1[C:18]([C:24]#[N:25])=[N:19][CH:20]=[C:21]([CH3:23])[CH:22]=1. (5) Reactant: [CH2:1]1[C:13]2[NH:12][C:11]3[C:6](=[CH:7][CH:8]=[CH:9][CH:10]=3)[C:5]=2[CH2:4][CH2:3][NH:2]1.C(N(CC)CC)C.[CH3:21][C:22]1([C:37](Cl)=[O:38])[CH2:26][C:25]2[C:27]([CH3:36])=[C:28]([N+:33]([O-:35])=[O:34])[C:29]([CH3:32])=[C:30]([CH3:31])[C:24]=2[O:23]1. Product: [CH2:1]1[C:13]2[NH:12][C:11]3[C:6](=[CH:7][CH:8]=[CH:9][CH:10]=3)[C:5]=2[CH2:4][CH2:3][N:2]1[C:37]([C:22]1([CH3:21])[CH2:26][CH:25]2[CH:27]([CH3:36])[C:28]([N+:33]([O-:35])=[O:34])=[C:29]([CH3:32])[C:30]([CH3:31])=[C:24]2[O:23]1)=[O:38]. The catalyst class is: 3. (6) Reactant: [NH2:1][C:2]1[N:7]=[C:6]([C:8]2[O:9][CH:10]=[C:11]([Br:13])[CH:12]=2)[C:5]([C:14]#[N:15])=[C:4](S(C)=O)[N:3]=1.[CH3:19][C:20]1[C:21]([CH2:27][OH:28])=[N:22][CH:23]=[C:24]([CH3:26])[CH:25]=1.C1CCN2C(=NCCC2)CC1. Product: [NH2:1][C:2]1[N:7]=[C:6]([C:8]2[O:9][CH:10]=[C:11]([Br:13])[CH:12]=2)[C:5]([C:14]#[N:15])=[C:4]([O:28][CH2:27][C:21]2[C:20]([CH3:19])=[CH:25][C:24]([CH3:26])=[CH:23][N:22]=2)[N:3]=1. The catalyst class is: 57.